This data is from Reaction yield outcomes from USPTO patents with 853,638 reactions. The task is: Predict the reaction yield, written as a fraction of the theoretical maximum amount of product (1.0 means a 100% yield; for example, 0.34 means a 34% yield). (1) The reactants are [NH2:1][C:2]1[CH:7]=[CH:6][C:5]([OH:8])=[C:4]([Cl:9])[CH:3]=1.[CH3:10][N:11]1[C:15]([CH3:16])=[C:14]([C:17](O)=[O:18])[C:13](=[O:20])[N:12]1[C:21]1[CH:26]=[CH:25][CH:24]=[CH:23][CH:22]=1.CCN=C=NCCCN(C)C.C1C=NC2N(O)N=NC=2C=1. The catalyst is C(Cl)Cl. The product is [Cl:9][C:4]1[CH:3]=[C:2]([NH:1][C:17]([C:14]2[C:13](=[O:20])[N:12]([C:21]3[CH:22]=[CH:23][CH:24]=[CH:25][CH:26]=3)[N:11]([CH3:10])[C:15]=2[CH3:16])=[O:18])[CH:7]=[CH:6][C:5]=1[OH:8]. The yield is 0.721. (2) The reactants are C(OC([N:8]1[C:12]2[CH:13]=[CH:14][CH:15]=[CH:16][C:11]=2[N:10]=[C:9]1[CH2:17][NH:18][CH:19]1[C:28]2[N:27]=[CH:26][CH:25]=[CH:24][C:23]=2[CH2:22][CH2:21][CH2:20]1)=O)(C)(C)C.C(OC(=O)[NH:35][CH2:36][CH2:37][CH:38]=O)(C)(C)C.[BH-](OC(C)=O)(OC(C)=O)OC(C)=O.[Na+].CC(O)=O. The catalyst is C1COCC1. The product is [NH:8]1[C:12]2[CH:13]=[CH:14][CH:15]=[CH:16][C:11]=2[N:10]=[C:9]1[CH2:17][N:18]([CH:19]1[C:28]2[N:27]=[CH:26][CH:25]=[CH:24][C:23]=2[CH2:22][CH2:21][CH2:20]1)[CH2:38][CH2:37][CH2:36][NH2:35]. The yield is 0.750. (3) The reactants are C(N(CC)CC)C.[N:8]1[CH:9]=[N:10][N:11]2[CH:16]=[CH:15][C:14]([C:17]3[O:21][C:20]([SH:22])=[N:19][N:18]=3)=[CH:13][C:12]=12.Cl[CH2:24][C:25]1[CH:26]=[CH:27][C:28]([O:33][CH3:34])=[C:29]([CH:32]=1)[C:30]#[N:31]. No catalyst specified. The product is [CH3:34][O:33][C:28]1[CH:27]=[CH:26][C:25]([CH2:24][S:22][C:20]2[O:21][C:17]([C:14]3[CH:15]=[CH:16][N:11]4[N:10]=[CH:9][N:8]=[C:12]4[CH:13]=3)=[N:18][N:19]=2)=[CH:32][C:29]=1[C:30]#[N:31]. The yield is 0.560. (4) The reactants are [Cl:1][C:2]1[CH:7]=[CH:6][C:5]([N+:8]([O-:10])=[O:9])=[C:4](F)[CH:3]=1.C([O-])([O-])=O.[Na+].[Na+].Cl.[F:19][CH:20]1[CH2:25][CH2:24][NH:23][CH2:22][CH2:21]1. The catalyst is C1(C)C=CC=CC=1.CCOC(C)=O. The product is [Cl:1][C:2]1[CH:7]=[CH:6][C:5]([N+:8]([O-:10])=[O:9])=[C:4]([N:23]2[CH2:24][CH2:25][CH:20]([F:19])[CH2:21][CH2:22]2)[CH:3]=1. The yield is 0.990.